Dataset: Full USPTO retrosynthesis dataset with 1.9M reactions from patents (1976-2016). Task: Predict the reactants needed to synthesize the given product. (1) Given the product [F:15][C:13]([F:16])([F:14])[C:12]([N:3]1[CH2:2][CH2:1][C:7]2[CH:8]=[C:9]([N+:18]([O-:20])=[O:19])[CH:10]=[CH:11][C:6]=2[CH2:5][CH2:4]1)=[O:17], predict the reactants needed to synthesize it. The reactants are: [CH2:1]1[C:7]2[CH:8]=[CH:9][CH:10]=[CH:11][C:6]=2[CH2:5][CH2:4][N:3]([C:12](=[O:17])[C:13]([F:16])([F:15])[F:14])[CH2:2]1.[N+:18]([O-])([O-:20])=[O:19].[K+].C(OCC)(=O)C.[Mn]([O-])(=O)(=O)=O.[K+]. (2) Given the product [OH2:2].[Na+:55].[CH2:37]([C:23]1[CH:24]=[C:25]([CH:45]2[CH2:46][CH2:47][O:43][CH2:44]2)[C:26]([OH:28])=[CH:27][C:22]=1[O:21][CH2:20][CH2:19][CH2:18][O:17][C:13]1[C:12]([CH2:39][CH2:40][CH3:41])=[C:11]([CH:16]=[CH:15][CH:14]=1)[O:10][C:5]1[CH:6]=[CH:7][CH:8]=[CH:9][C:4]=1[C:3]([O-:42])=[O:2])[CH3:38].[CH2:37]([C:23]1[CH:24]=[C:25]([CH:45]2[CH2:46][CH2:47][O:43][CH2:44]2)[C:26]([OH:28])=[CH:27][C:22]=1[O:21][CH2:20][CH2:19][CH2:18][O:17][C:13]1[C:12]([CH2:39][CH2:40][CH3:41])=[C:11]([CH:16]=[CH:15][CH:14]=1)[O:10][C:5]1[CH:6]=[CH:7][CH:8]=[CH:9][C:4]=1[C:3]([O-:42])=[O:2])[CH3:38].[Na+:55], predict the reactants needed to synthesize it. The reactants are: C[O:2][C:3](=[O:42])[C:4]1[CH:9]=[CH:8][CH:7]=[CH:6][C:5]=1[O:10][C:11]1[CH:16]=[CH:15][CH:14]=[C:13]([O:17][CH2:18][CH2:19][CH2:20][O:21][C:22]2[CH:27]=[C:26]([O:28]CC3C=CC=CC=3)[C:25](Br)=[CH:24][C:23]=2[CH2:37][CH3:38])[C:12]=1[CH2:39][CH2:40][CH3:41].[O:43]1[CH:47]=[CH:46][C:45](B(O)O)=[CH:44]1.C(=O)([O-])[O-].[Na+:55].[Na+]. (3) Given the product [F:10][C:11]1[CH:12]=[CH:13][C:14]([C:15]([C:17]2[N:26]=[C:25]([NH:7][C:4]3[CH:3]=[C:2]([CH3:1])[NH:6][N:5]=3)[C:24]3[C:19](=[CH:20][C:21]([CH3:46])=[CH:22][CH:23]=3)[N:18]=2)=[O:16])=[CH:47][CH:48]=1, predict the reactants needed to synthesize it. The reactants are: [CH3:1][C:2]1[NH:6][N:5]=[C:4]([NH2:7])[CH:3]=1.[I-].[K+].[F:10][C:11]1[CH:48]=[CH:47][C:14]([C:15]([C:17]2[N:26]=[C:25](C3C(C(C)C)=C(S([O-])(=O)=O)C(C(C)C)=CC=3C(C)C)[C:24]3[C:19](=[CH:20][C:21]([CH3:46])=[CH:22][CH:23]=3)[N:18]=2)=[O:16])=[CH:13][CH:12]=1.O. (4) The reactants are: [NH2:1][C:2]1[N:11]=[C:10]([OH:12])[C:9]2[C:4](=[CH:5][CH:6]=[C:7]([C:13]3[CH:18]=[CH:17][C:16]([O:19][CH3:20])=[C:15]([O:21][CH3:22])[CH:14]=3)[CH:8]=2)[N:3]=1.[C:23](OC(=O)C)(=[O:25])[CH3:24]. Given the product [C:23]([NH:1][C:2]1[N:11]=[C:10]([OH:12])[C:9]2[C:4](=[CH:5][CH:6]=[C:7]([C:13]3[CH:18]=[CH:17][C:16]([O:19][CH3:20])=[C:15]([O:21][CH3:22])[CH:14]=3)[CH:8]=2)[N:3]=1)(=[O:25])[CH3:24], predict the reactants needed to synthesize it. (5) Given the product [Cl:1][C:2]1[C:7]([I:8])=[CH:6][N:5]=[C:4]([O:11][CH3:10])[CH:3]=1, predict the reactants needed to synthesize it. The reactants are: [Cl:1][C:2]1[C:7]([I:8])=[CH:6][N:5]=[C:4](N)[CH:3]=1.[C:10](O)(C(F)(F)F)=[O:11].N(OC(C)(C)C)=O.